From a dataset of Reaction yield outcomes from USPTO patents with 853,638 reactions. Predict the reaction yield, written as a fraction of the theoretical maximum amount of product (1.0 means a 100% yield; for example, 0.34 means a 34% yield). The yield is 1.00. The product is [F:10][C:7]([F:8])([F:9])[C:6]([N:15]([CH3:14])[C:16]1[CH:17]=[N:18][O:19][C:20]=1[CH3:21])=[O:11]. The catalyst is C(Cl)Cl. The reactants are [F:8][C:7]([F:10])([F:9])[C:6](O[C:6](=[O:11])[C:7]([F:10])([F:9])[F:8])=[O:11].[CH3:14][NH:15][C:16]1[CH:17]=[N:18][O:19][C:20]=1[CH3:21].N1C=CC=CC=1.